This data is from Catalyst prediction with 721,799 reactions and 888 catalyst types from USPTO. The task is: Predict which catalyst facilitates the given reaction. (1) Reactant: Cl.[N:2]1[N:3]=[CH:4][N:5]2[CH:10]=[CH:9][N:8]=[C:7]([N:11]3[CH2:15][CH2:14][C@H:13]([NH2:16])[CH2:12]3)[C:6]=12.[CH:17]([C:20]1[CH:21]=[N:22][C:23]([C:26](O)=[O:27])=[N:24][CH:25]=1)([CH3:19])[CH3:18].C(N(CC)C(C)C)C.CN(C(ON1N=NC2C=CC=NC1=2)=[N+](C)C)C.F[P-](F)(F)(F)(F)F. Product: [N:2]1[N:3]=[CH:4][N:5]2[CH:10]=[CH:9][N:8]=[C:7]([N:11]3[CH2:15][CH2:14][C@H:13]([NH:16][C:26]([C:23]4[N:22]=[CH:21][C:20]([CH:17]([CH3:19])[CH3:18])=[CH:25][N:24]=4)=[O:27])[CH2:12]3)[C:6]=12. The catalyst class is: 39. (2) Reactant: [C:1](Cl)(Cl)=[O:2].[C:5]([O:9][C:10](=[O:31])[NH:11][CH2:12][C@H:13]([OH:30])[CH2:14][NH:15][C:16]1[CH:17]=[C:18]2[C:22](=[CH:23][CH:24]=1)[N:21]([CH:25]([CH3:28])[CH2:26][F:27])[C:20](=[O:29])[CH2:19]2)([CH3:8])([CH3:7])[CH3:6].C(N(CC)CC)C. The catalyst class is: 4. Product: [C:5]([O:9][C:10](=[O:31])[NH:11][CH2:12][C@@H:13]1[O:30][C:1](=[O:2])[N:15]([C:16]2[CH:17]=[C:18]3[C:22](=[CH:23][CH:24]=2)[N:21]([CH:25]([CH3:28])[CH2:26][F:27])[C:20](=[O:29])[CH2:19]3)[CH2:14]1)([CH3:6])([CH3:7])[CH3:8]. (3) Reactant: Br[C:2]1[CH:7]=[C:6](F)[C:5]([N+:9]([O-:11])=[O:10])=[CH:4][C:3]=1[Cl:12].C(Cl)Cl.C(N([CH2:21][CH3:22])CC)C.O.[CH2:24]([OH:27])CC. Product: [Cl:12][C:3]1[CH:4]=[C:5]([N+:9]([O-:11])=[O:10])[C:6]([O:27][CH3:24])=[CH:7][C:2]=1[CH:21]=[CH2:22]. The catalyst class is: 140.